From a dataset of Full USPTO retrosynthesis dataset with 1.9M reactions from patents (1976-2016). Predict the reactants needed to synthesize the given product. Given the product [CH3:100][O:99][C:97](=[O:98])[NH:96][CH:87]([C:86]([N:82]1[CH2:83][CH2:84][CH2:85][CH:81]1[C:78]1[NH:77][C:76]([C:73]2[CH:74]=[CH:75][C:70]([C:67]3[CH:68]=[CH:69][C:64]([C:61]4[NH:60][C:59]([CH:55]5[CH2:56][CH2:57][CH2:58][NH:54]5)=[N:63][CH:62]=4)=[CH:65][CH:66]=3)=[CH:71][CH:72]=2)=[CH:80][N:79]=1)=[O:101])[CH2:88][CH2:89][O:90][CH2:91][C:92]([F:95])([F:93])[F:94], predict the reactants needed to synthesize it. The reactants are: COC(=O)NC(C(N1CCCC1C1NC(C2C=CC(C3C=CC(C4NC(C5CCCN5)=NC=4)=CC=3)=CC=2)=CN=1)=O)CCC(F)(F)F.C(OC([N:54]1[CH2:58][CH2:57][CH2:56][CH:55]1[C:59]1[NH:60][C:61]([C:64]2[CH:69]=[CH:68][C:67]([C:70]3[CH:75]=[CH:74][C:73]([C:76]4[NH:77][C:78]([CH:81]5[CH2:85][CH2:84][CH2:83][N:82]5[C:86](=[O:101])[CH:87]([NH:96][C:97]([O:99][CH3:100])=[O:98])[CH2:88][CH2:89][O:90][CH2:91][C:92]([F:95])([F:94])[F:93])=[N:79][CH:80]=4)=[CH:72][CH:71]=3)=[CH:66][CH:65]=2)=[CH:62][N:63]=1)=O)(C)(C)C.